From a dataset of Peptide-MHC class I binding affinity with 185,985 pairs from IEDB/IMGT. Regression. Given a peptide amino acid sequence and an MHC pseudo amino acid sequence, predict their binding affinity value. This is MHC class I binding data. (1) The peptide sequence is DEEGNLLDSY. The MHC is HLA-A23:01 with pseudo-sequence HLA-A23:01. The binding affinity (normalized) is 0. (2) The peptide sequence is EYRKILRQR. The MHC is HLA-A01:01 with pseudo-sequence HLA-A01:01. The binding affinity (normalized) is 0.